This data is from Retrosynthesis with 50K atom-mapped reactions and 10 reaction types from USPTO. The task is: Predict the reactants needed to synthesize the given product. Given the product CC(C)(C)OC(=O)c1ccc(-c2ccccc2)cc1NC(=O)c1ccc(O)cc1OCc1ccccc1, predict the reactants needed to synthesize it. The reactants are: CC(=O)Oc1ccc(C(=O)Nc2cc(-c3ccccc3)ccc2C(=O)OC(C)(C)C)c(OCc2ccccc2)c1.